Dataset: Forward reaction prediction with 1.9M reactions from USPTO patents (1976-2016). Task: Predict the product of the given reaction. Given the reactants [CH3:1][O:2][C:3](=[O:19])[CH:4]([C:13]1[CH:18]=[CH:17][CH:16]=[CH:15][CH:14]=1)[CH2:5][C:6]1[CH:11]=[CH:10][C:9](O)=[CH:8][CH:7]=1.[F:20][C:21]([F:34])([F:33])[S:22](O[S:22]([C:21]([F:34])([F:33])[F:20])(=[O:24])=[O:23])(=[O:24])=[O:23], predict the reaction product. The product is: [CH3:1][O:2][C:3](=[O:19])[CH:4]([C:13]1[CH:18]=[CH:17][CH:16]=[CH:15][CH:14]=1)[CH2:5][C:6]1[CH:11]=[CH:10][C:9]([S:22]([C:21]([F:34])([F:33])[F:20])(=[O:24])=[O:23])=[CH:8][CH:7]=1.